Dataset: Reaction yield outcomes from USPTO patents with 853,638 reactions. Task: Predict the reaction yield, written as a fraction of the theoretical maximum amount of product (1.0 means a 100% yield; for example, 0.34 means a 34% yield). The reactants are [N+:1]([C:4]1[CH:12]=[C:7]2[CH2:8][NH:9][CH2:10][CH2:11][N:6]2[N:5]=1)([O-:3])=[O:2].C(N(CC)CC)C.[C:20](Cl)(=[O:22])[CH3:21].C(Cl)Cl. The catalyst is CO. The product is [N+:1]([C:4]1[CH:12]=[C:7]2[CH2:8][N:9]([C:20](=[O:22])[CH3:21])[CH2:10][CH2:11][N:6]2[N:5]=1)([O-:3])=[O:2]. The yield is 0.840.